This data is from Forward reaction prediction with 1.9M reactions from USPTO patents (1976-2016). The task is: Predict the product of the given reaction. (1) Given the reactants [CH:1]1[CH:6]=[CH:5][C:4](C2C(=O)C([C:1]3[CH:6]=[CH:5][CH:4]=[CH:3][CH:2]=3)=C3C=2[C:1]2[C:6]4C3=CC=C[C:5]=4[CH:4]=[CH:3][CH:2]=2)=[CH:3][CH:2]=1, predict the reaction product. The product is: [CH2:3]([C:4]1[C:5]([C:4]2[CH:5]=[CH:6][CH:1]=[CH:2][CH:3]=2)=[C:6]2[C:1](=[C:2]([C:4]3[CH:5]=[CH:6][CH:1]=[CH:2][CH:3]=3)[C:3]=1[CH2:6][CH2:1][CH2:2][CH3:3])[C:3]1=[C:5]3[C:4]2=[CH:3][CH:2]=[CH:1][C:6]3=[CH:6][CH:1]=[CH:2]1)[CH2:2][CH2:1][CH3:6]. (2) Given the reactants [CH2:1]([NH:3][C:4]([C:6]1[CH:11]=[CH:10][C:9]([N:12]2[C:16]([CH2:17][CH2:18][C:19]3[CH:24]=[CH:23][CH:22]=[CH:21][CH:20]=3)=[C:15]([C:25]([OH:27])=O)[N:14]=[N:13]2)=[CH:8][CH:7]=1)=[O:5])[CH3:2].C1C=C[C:31]2N(O)N=[N:34][C:32]=2[CH:33]=1.C1(N)CC1.CCN=C=NCCCN(C)C, predict the reaction product. The product is: [CH:32]1([NH:34][C:25]([C:15]2[N:14]=[N:13][N:12]([C:9]3[CH:10]=[CH:11][C:6]([C:4]([NH:3][CH2:1][CH3:2])=[O:5])=[CH:7][CH:8]=3)[C:16]=2[CH2:17][CH2:18][C:19]2[CH:20]=[CH:21][CH:22]=[CH:23][CH:24]=2)=[O:27])[CH2:33][CH2:31]1. (3) Given the reactants CC1(C)C(C)(C)OB([C:9]2[N:14]=[C:13]([N:15]3[CH2:20][CH2:19][O:18][CH2:17][CH2:16]3)[CH:12]=[CH:11][CH:10]=2)O1.Br[C:23]1[CH:28]=[CH:27][C:26]([C@@H:29]([N:31]2[CH2:36][CH2:35][C@:34]([CH2:43][C:44]([OH:47])([CH3:46])[CH3:45])([C:37]3[CH:42]=[CH:41][CH:40]=[CH:39][CH:38]=3)[O:33][C:32]2=[O:48])[CH3:30])=[CH:25][CH:24]=1, predict the reaction product. The product is: [OH:47][C:44]([CH3:45])([CH3:46])[CH2:43][C@@:34]1([C:37]2[CH:42]=[CH:41][CH:40]=[CH:39][CH:38]=2)[O:33][C:32](=[O:48])[N:31]([C@H:29]([C:26]2[CH:25]=[CH:24][C:23]([C:9]3[CH:10]=[CH:11][CH:12]=[C:13]([N:15]4[CH2:16][CH2:17][O:18][CH2:19][CH2:20]4)[N:14]=3)=[CH:28][CH:27]=2)[CH3:30])[CH2:36][CH2:35]1. (4) Given the reactants [F:1][C:2]1[CH:7]=[CH:6][CH:5]=[C:4]([F:8])[C:3]=1[S:9]([NH:12][C:13]1[C:14]([F:45])=[C:15]([C:19]2[N:20]=[C:21]([C:31]3([CH3:44])[CH2:36][CH2:35][N:34](C(OC(C)(C)C)=O)[CH2:33][CH2:32]3)[S:22][C:23]=2[C:24]2[CH:29]=[CH:28][N:27]=[C:26]([CH3:30])[N:25]=2)[CH:16]=[CH:17][CH:18]=1)(=[O:11])=[O:10].C(O)(C(F)(F)F)=O, predict the reaction product. The product is: [F:1][C:2]1[CH:7]=[CH:6][CH:5]=[C:4]([F:8])[C:3]=1[S:9]([NH:12][C:13]1[CH:18]=[CH:17][CH:16]=[C:15]([C:19]2[N:20]=[C:21]([C:31]3([CH3:44])[CH2:36][CH2:35][NH:34][CH2:33][CH2:32]3)[S:22][C:23]=2[C:24]2[CH:29]=[CH:28][N:27]=[C:26]([CH3:30])[N:25]=2)[C:14]=1[F:45])(=[O:10])=[O:11]. (5) Given the reactants [CH:1]([CH:3]1[CH2:5][C:4]1([C:10]1[CH:15]=[CH:14][CH:13]=[CH:12][CH:11]=1)[C:6]([O:8][CH3:9])=[O:7])=O.[CH3:16][NH2:17].[BH4-].[Na+], predict the reaction product. The product is: [CH3:16][NH:17][CH2:1][CH:3]1[CH2:5][C:4]1([C:10]1[CH:15]=[CH:14][CH:13]=[CH:12][CH:11]=1)[C:6]([O:8][CH3:9])=[O:7]. (6) Given the reactants Cl[C:2]1[S:3][CH:4]=[CH:5][N:6]=1.[CH2:7]([Li])[CH2:8][CH2:9][CH3:10].Cl[C:13](OC)=O.ClC1S[C:20]([C:23]([O-])=O)=[CH:21]N=1.[NH2:26][C:27]1[CH:32]=CC=C[CH:28]=1.O1C[CH2:36][CH2:35][CH2:34]1, predict the reaction product. The product is: [CH3:10][C:9]1[CH:32]=[C:27]([NH:26][C:2]2[S:3][C:4]([C:21]3[CH:20]=[CH:23][CH:36]=[CH:35][CH:34]=3)=[CH:5][N:6]=2)[CH:28]=[C:7]([CH3:13])[CH:8]=1. (7) Given the reactants [NH2:1][C:2]1[N:7]=[CH:6][N:5]=[C:4]2[N:8]([C@@H:24]3[CH2:29][CH2:28][CH2:27][N:26]([C:30](=[O:34])[CH2:31][C:32]#[N:33])[CH2:25]3)[N:9]=[C:10]([C:11]3[CH:16]=[CH:15][C:14]([O:17][C:18]4[CH:23]=[CH:22][CH:21]=[CH:20][CH:19]=4)=[CH:13][CH:12]=3)[C:3]=12.CO.N1CCCCC1.[CH:43](=O)[C:44]([CH3:47])([CH3:46])[CH3:45], predict the reaction product. The product is: [NH2:1][C:2]1[N:7]=[CH:6][N:5]=[C:4]2[N:8]([C@@H:24]3[CH2:29][CH2:28][CH2:27][N:26]([C:30]([C:31](=[CH:43][C:44]([CH3:47])([CH3:46])[CH3:45])[C:32]#[N:33])=[O:34])[CH2:25]3)[N:9]=[C:10]([C:11]3[CH:12]=[CH:13][C:14]([O:17][C:18]4[CH:19]=[CH:20][CH:21]=[CH:22][CH:23]=4)=[CH:15][CH:16]=3)[C:3]=12. (8) Given the reactants [C:1]([C:3]1[CH:8]=[CH:7][CH:6]=[C:5]([CH3:9])[CH:4]=1)#[CH:2].[Li]CCCC.[CH3:15][O:16][C:17]1[CH:37]=[CH:36][C:20]([CH2:21]/[N:22]=[C:23]2\[C@H:24]3[C@@H:28]([CH2:29][CH2:30][CH2:31]\2)[N:27]([C:32]([O:34][CH3:35])=[O:33])[CH2:26][CH2:25]3)=[CH:19][CH:18]=1.B(F)(F)F.CCOCC, predict the reaction product. The product is: [CH3:15][O:16][C:17]1[CH:18]=[CH:19][C:20]([CH2:21][NH:22][C:23]2([C:2]#[C:1][C:3]3[CH:4]=[C:5]([CH3:9])[CH:6]=[CH:7][CH:8]=3)[CH2:31][CH2:30][CH2:29][C@@H:28]3[C@H:24]2[CH2:25][CH2:26][N:27]3[C:32]([O:34][CH3:35])=[O:33])=[CH:36][CH:37]=1. (9) The product is: [O:4]1[C:5]2([CH2:10][CH2:9][C:8]([C:21]3[C:25]([CH:26]=[O:27])=[CH:24][N:23]([CH:28]4[CH2:33][CH2:32][CH2:31][CH2:30][O:29]4)[N:22]=3)=[CH:7][CH2:6]2)[O:1][CH2:2][CH2:3]1. Given the reactants [O:1]1[C:5]2([CH2:10][CH2:9][C:8](B3OC(C)(C)C(C)(C)O3)=[CH:7][CH2:6]2)[O:4][CH2:3][CH2:2]1.I[C:21]1[C:25]([CH:26]=[O:27])=[CH:24][N:23]([CH:28]2[CH2:33][CH2:32][CH2:31][CH2:30][O:29]2)[N:22]=1.[O-]P([O-])([O-])=O.[K+].[K+].[K+].COCCOC, predict the reaction product. (10) Given the reactants Br[C:2]1[CH:7]=[CH:6][C:5]([C:8]2[S:9][CH:10]=[CH:11][C:12]=2[S:13][CH3:14])=[CH:4][CH:3]=1.[B:15]1([B:15]2[O:19][C:18]([CH3:21])([CH3:20])[C:17]([CH3:23])([CH3:22])[O:16]2)[O:19][C:18]([CH3:21])([CH3:20])[C:17]([CH3:23])([CH3:22])[O:16]1.C([O-])(=O)C.[K+], predict the reaction product. The product is: [CH3:14][S:13][C:12]1[CH:11]=[CH:10][S:9][C:8]=1[C:5]1[CH:6]=[CH:7][C:2]([B:15]2[O:19][C:18]([CH3:21])([CH3:20])[C:17]([CH3:23])([CH3:22])[O:16]2)=[CH:3][CH:4]=1.